This data is from TCR-epitope binding with 47,182 pairs between 192 epitopes and 23,139 TCRs. The task is: Binary Classification. Given a T-cell receptor sequence (or CDR3 region) and an epitope sequence, predict whether binding occurs between them. (1) The epitope is RIFTIGTVTLK. The TCR CDR3 sequence is CASSGTGIFGTEAFF. Result: 1 (the TCR binds to the epitope). (2) The epitope is PKYVKQNTLKLAT. The TCR CDR3 sequence is CASSFRGYEQYF. Result: 0 (the TCR does not bind to the epitope). (3) The epitope is RPPIFIRRL. The TCR CDR3 sequence is CASSLETGSYEQYF. Result: 1 (the TCR binds to the epitope). (4) The epitope is KAFSPEVIPMF. The TCR CDR3 sequence is CSVREDSTNEKLFF. Result: 0 (the TCR does not bind to the epitope). (5) The epitope is MLNIPSINV. The TCR CDR3 sequence is CASSQQAGTDSYEQYF. Result: 0 (the TCR does not bind to the epitope). (6) The epitope is KPLEFGATSAAL. The TCR CDR3 sequence is CASSSSGQQETQYF. Result: 1 (the TCR binds to the epitope). (7) Result: 0 (the TCR does not bind to the epitope). The epitope is AVFDRKSDAK. The TCR CDR3 sequence is CASSLASGVGNEQFF. (8) The epitope is PROT_97E67BCC. The TCR CDR3 sequence is CAISRLAGGMDEQYF. Result: 1 (the TCR binds to the epitope). (9) The epitope is SLVKPSFYV. The TCR CDR3 sequence is CSVGGTRGPHYEQYF. Result: 0 (the TCR does not bind to the epitope).